From a dataset of Catalyst prediction with 721,799 reactions and 888 catalyst types from USPTO. Predict which catalyst facilitates the given reaction. (1) Reactant: ClCCCl.[NH2:5][C:6]1[C:7]([OH:13])=[N:8][CH:9]=[C:10]([Cl:12])[CH:11]=1.O=[C:15]1[CH2:20][CH2:19][N:18]([C:21]([O:23][C:24]([CH3:27])([CH3:26])[CH3:25])=[O:22])[CH2:17][CH2:16]1.C(O[BH-](OC(=O)C)OC(=O)C)(=O)C.[Na+]. Product: [Cl:12][CH:10]1[CH2:9][NH:8][CH:7]([OH:13])[CH:6]([NH:5][CH:15]2[CH2:20][CH2:19][N:18]([C:21]([O:23][C:24]([CH3:27])([CH3:26])[CH3:25])=[O:22])[CH2:17][CH2:16]2)[CH2:11]1. The catalyst class is: 46. (2) Reactant: [CH2:1]([O:3][C:4]([C:6]1[N:7]([C:17]2[CH:22]=[CH:21][C:20]([O:23][CH:24]([CH3:26])[CH3:25])=[CH:19][CH:18]=2)[C:8]2[C:13]([C:14]=1[Cl:15])=[CH:12][C:11](Br)=[CH:10][CH:9]=2)=[O:5])[CH3:2].[CH:27]1[CH:28]=[CH:29][C:30](P([C:28]2[C:29]([C:28]3[C:29](P([C:28]4[CH:29]=[CH:30]C=[CH:32][CH:27]=4)[C:28]4[CH:29]=[CH:30]C=[CH:32][CH:27]=4)=[CH:30][CH:30]=[C:29]4[C:27]=3[CH:32]=[CH:32][CH:27]=[CH:28]4)=[C:30]3[C:32]([CH:27]=[CH:28][CH:29]=[CH:30]3)=[CH:32][CH:27]=2)[C:28]2[CH:29]=[CH:30]C=[CH:32][CH:27]=2)=C[CH:32]=1.[NH:73]1CCNCC1. Product: [CH2:1]([O:3][C:4]([C:6]1[N:7]([C:17]2[CH:22]=[CH:21][C:20]([O:23][CH:24]([CH3:26])[CH3:25])=[CH:19][CH:18]=2)[C:8]2[C:13]([C:14]=1[Cl:15])=[CH:12][C:11]([N:73]1[CH2:30][CH2:29][CH2:28][CH2:27][CH2:32]1)=[CH:10][CH:9]=2)=[O:5])[CH3:2]. The catalyst class is: 187. (3) Reactant: [CH2:1]([O:3][C:4]([C:6]1[C:7]([CH2:25][CH3:26])=[N:8][C:9]([NH:13][CH2:14][CH2:15][CH2:16][C:17]2[CH:22]=[CH:21][CH:20]=[C:19]([O:23]C)[CH:18]=2)=[N:10][C:11]=1[CH3:12])=[O:5])[CH3:2].B(Br)(Br)Br.C(Cl)Cl. Product: [CH2:1]([O:3][C:4]([C:6]1[C:7]([CH2:25][CH3:26])=[N:8][C:9]([NH:13][CH2:14][CH2:15][CH2:16][C:17]2[CH:22]=[CH:21][CH:20]=[C:19]([OH:23])[CH:18]=2)=[N:10][C:11]=1[CH3:12])=[O:5])[CH3:2]. The catalyst class is: 2. (4) Reactant: [CH2:1]([O:8][C:9]1[C:14]([C:15]([O:17][CH2:18][C:19]2[CH:24]=[CH:23][CH:22]=[CH:21][CH:20]=2)=[O:16])=[C:13]([O:25][CH2:26][C:27]2[CH:32]=[CH:31][CH:30]=[CH:29][CH:28]=2)[N:12]=[C:11]([C:33]2[CH:34]=[C:35]3[C:39](=[CH:40][CH:41]=2)[N:38]([C:42]([O:44][C:45]([CH3:48])([CH3:47])[CH3:46])=[O:43])[CH:37]=[CH:36]3)[C:10]=1[CH2:49][CH3:50])[C:2]1[CH:7]=[CH:6][CH:5]=[CH:4][CH:3]=1.C([O:54][B:55](OC(C)C)[O:56]C(C)C)(C)C.[Li+].CC([N-]C(C)C)C. Product: [CH2:1]([O:8][C:9]1[C:14]([C:15]([O:17][CH2:18][C:19]2[CH:20]=[CH:21][CH:22]=[CH:23][CH:24]=2)=[O:16])=[C:13]([O:25][CH2:26][C:27]2[CH:32]=[CH:31][CH:30]=[CH:29][CH:28]=2)[N:12]=[C:11]([C:33]2[CH:34]=[C:35]3[C:39](=[CH:40][CH:41]=2)[N:38]([C:42]([O:44][C:45]([CH3:46])([CH3:48])[CH3:47])=[O:43])[C:37]([B:55]([OH:56])[OH:54])=[CH:36]3)[C:10]=1[CH2:49][CH3:50])[C:2]1[CH:7]=[CH:6][CH:5]=[CH:4][CH:3]=1. The catalyst class is: 1. (5) Reactant: [Cl:1][C:2]1[N:6]2[CH:7]=[CH:8][CH:9]=[C:10]([CH3:11])[C:5]2=[N:4][C:3]=1[CH2:12][C@@H:13]1[CH2:18][CH2:17][CH2:16][CH2:15][N:14]1C(OC(C)(C)C)=O. Product: [Cl:1][C:2]1[N:6]2[CH:7]=[CH:8][CH:9]=[C:10]([CH3:11])[C:5]2=[N:4][C:3]=1[CH2:12][C@@H:13]1[CH2:18][CH2:17][CH2:16][CH2:15][NH:14]1. The catalyst class is: 157. (6) Reactant: [NH2:1][C:2]1[C:7]([C:8]2[CH:16]=[C:15]([F:17])[C:11]([C:12](O)=[O:13])=[C:10]([C:18]#[N:19])[CH:9]=2)=[CH:6][C:5]([CH:20]2[CH2:25][CH2:24][O:23][CH2:22][CH2:21]2)=[CH:4][N:3]=1.[CH2:26]([NH2:33])[C:27]1[CH:32]=[CH:31][CH:30]=[CH:29][CH:28]=1.C(N(CC)CC)C.C(P1(=O)OP(CCC)(=O)OP(CCC)(=O)O1)CC.C([O-])(O)=O.[Na+]. Product: [NH2:1][C:2]1[C:7]([C:8]2[CH:16]=[C:15]([F:17])[C:11]([C:12]([NH:33][CH2:26][C:27]3[CH:32]=[CH:31][CH:30]=[CH:29][CH:28]=3)=[O:13])=[C:10]([C:18]#[N:19])[CH:9]=2)=[CH:6][C:5]([CH:20]2[CH2:25][CH2:24][O:23][CH2:22][CH2:21]2)=[CH:4][N:3]=1. The catalyst class is: 2. (7) Reactant: Br[C:2]1[CH:3]=[C:4]2[C:9](=[CH:10][CH:11]=1)[N:8]=[C:7]([CH3:12])[CH:6]=[CH:5]2.[NH2:13][C:14]1[CH:28]=[CH:27][C:17]([C:18]([C:20]2[CH:25]=[CH:24][CH:23]=[CH:22][C:21]=2[CH3:26])=[O:19])=[C:16]([Cl:29])[CH:15]=1.C(O[Na])(C)(C)C. Product: [Cl:29][C:16]1[CH:15]=[C:14]([NH:13][C:2]2[CH:3]=[C:4]3[C:9](=[CH:10][CH:11]=2)[N:8]=[C:7]([CH3:12])[CH:6]=[CH:5]3)[CH:28]=[CH:27][C:17]=1[C:18]([C:20]1[CH:25]=[CH:24][CH:23]=[CH:22][C:21]=1[CH3:26])=[O:19]. The catalyst class is: 12. (8) Reactant: [CH:1]1([NH:6][C:7](=[O:35])[C@H:8]([NH:13][CH2:14][C:15]2[CH:20]=[CH:19][N:18]=[C:17]3[N:21](C(OC(C)(C)C)=O)[CH:22]=[C:23]([C:24]([O:26]C)=[O:25])[C:16]=23)[C:9]([OH:12])([CH3:11])[CH3:10])[CH2:5][CH2:4][CH2:3][CH2:2]1.[OH-].[Na+]. Product: [CH:1]1([NH:6][C:7](=[O:35])[C@H:8]([NH:13][CH2:14][C:15]2[CH:20]=[CH:19][N:18]=[C:17]3[NH:21][CH:22]=[C:23]([C:24]([OH:26])=[O:25])[C:16]=23)[C:9]([OH:12])([CH3:11])[CH3:10])[CH2:2][CH2:3][CH2:4][CH2:5]1. The catalyst class is: 5.